This data is from Reaction yield outcomes from USPTO patents with 853,638 reactions. The task is: Predict the reaction yield, written as a fraction of the theoretical maximum amount of product (1.0 means a 100% yield; for example, 0.34 means a 34% yield). (1) The reactants are [C:1]([O:4][CH2:5][C:6]1[C:11](B2OC(C)(C)C(C)(C)O2)=[CH:10][CH:9]=[CH:8][C:7]=1[N:21]1[CH2:26][CH2:25][C:24]2[C:27]3[CH2:33][CH2:32][CH2:31][CH2:30][C:28]=3[S:29][C:23]=2[C:22]1=[O:34])(=[O:3])[CH3:2].Br[C:36]1[CH:37]=[C:38]([NH:44][C:45]2[CH:54]=[C:48]3[CH2:49][N:50]([CH3:53])[CH2:51][CH2:52][N:47]3[N:46]=2)[C:39](=[O:43])[N:40]([CH3:42])[CH:41]=1.CC(O[Na])=O.[O-]P([O-])([O-])=O.[K+].[K+].[K+]. The catalyst is CC#N.O.C1C=CC(P(C2C=CC=CC=2)[C-]2C=CC=C2)=CC=1.C1C=CC(P(C2C=CC=CC=2)[C-]2C=CC=C2)=CC=1.Cl[Pd]Cl.[Fe+2]. The product is [C:1]([O:4][CH2:5][C:6]1[C:7]([N:21]2[C:22](=[O:34])[C:23]3[S:29][C:28]4[CH2:30][CH2:31][CH2:32][CH2:33][C:27]=4[C:24]=3[CH2:25][CH2:26]2)=[CH:8][CH:9]=[CH:10][C:11]=1[C:36]1[CH:37]=[C:38]([NH:44][C:45]2[CH:54]=[C:48]3[CH2:49][N:50]([CH3:53])[CH2:51][CH2:52][N:47]3[N:46]=2)[C:39](=[O:43])[N:40]([CH3:42])[CH:41]=1)(=[O:3])[CH3:2]. The yield is 0.690. (2) The reactants are C1(S([N:10]2[CH:14]=[CH:13][C:12]([C:15]([C:17]3[CH:18]=[CH:19][C:20]([Cl:27])=[C:21]([S:23]([NH2:26])(=[O:25])=[O:24])[CH:22]=3)=[O:16])=[CH:11]2)(=O)=O)C=CC=CC=1. The catalyst is CO.[OH-].[Na+]. The product is [Cl:27][C:20]1[CH:19]=[CH:18][C:17]([C:15]([C:12]2[CH:13]=[CH:14][NH:10][CH:11]=2)=[O:16])=[CH:22][C:21]=1[S:23]([NH2:26])(=[O:24])=[O:25]. The yield is 0.660. (3) The reactants are Br[C:2]1[N:6]2[C:7](=[O:19])[CH:8]=[C:9]([CH2:11][N:12]3[C:16]([Cl:17])=[CH:15][C:14]([Cl:18])=[N:13]3)[N:10]=[C:5]2[S:4][C:3]=1[CH3:20].[K].FB(F)(F)[CH:24]1[CH2:26][CH:25]1[C:27]#[N:28].C(=O)([O-])[O-].[Na+].[Na+]. The catalyst is C(#N)C.O. The product is [Cl:18][C:14]1[CH:15]=[C:16]([Cl:17])[N:12]([CH2:11][C:9]2[N:10]=[C:5]3[S:4][C:3]([CH3:20])=[C:2]([CH:24]4[CH2:26][CH:25]4[C:27]#[N:28])[N:6]3[C:7](=[O:19])[CH:8]=2)[N:13]=1. The yield is 0.310. (4) The reactants are C([O:4][C@@H:5]1[C@@H:10]([O:11]C(=O)C)[C@H:9]([O:15]C(=O)C)[C@H:8]([O:19][CH3:20])[O:7][C@H:6]1[C:21]1[CH:26]=[CH:25][C:24]([Cl:27])=[C:23]([CH2:28][C:29]2[CH:38]=[CH:37][C:32]3[O:33][CH2:34][CH2:35][O:36][C:31]=3[CH:30]=2)[CH:22]=1)(=O)C.C[O-].[Na+]. The catalyst is CO. The product is [Cl:27][C:24]1[CH:25]=[CH:26][C:21]([C@H:6]2[C@H:5]([OH:4])[C@@H:10]([OH:11])[C@H:9]([OH:15])[C@H:8]([O:19][CH3:20])[O:7]2)=[CH:22][C:23]=1[CH2:28][C:29]1[CH:38]=[CH:37][C:32]2[O:33][CH2:34][CH2:35][O:36][C:31]=2[CH:30]=1. The yield is 0.420. (5) The reactants are [F:1][C:2]1[C:3]([N+:11]([O-])=O)=[C:4]([CH:7]=[C:8]([F:10])[CH:9]=1)[NH:5][CH3:6].[CH:14](O)=O. No catalyst specified. The product is [F:1][C:2]1[C:3]2[N:11]=[CH:6][N:5]([CH3:14])[C:4]=2[CH:7]=[C:8]([F:10])[CH:9]=1. The yield is 0.411.